From a dataset of Peptide-MHC class I binding affinity with 185,985 pairs from IEDB/IMGT. Regression. Given a peptide amino acid sequence and an MHC pseudo amino acid sequence, predict their binding affinity value. This is MHC class I binding data. (1) The peptide sequence is TDLEHDRVVL. The MHC is Mamu-A11 with pseudo-sequence Mamu-A11. The binding affinity (normalized) is 0.0575. (2) The peptide sequence is KSLDNYQEW. The MHC is HLA-A03:01 with pseudo-sequence HLA-A03:01. The binding affinity (normalized) is 0.0847. (3) The peptide sequence is AMSCDFNGGK. The MHC is HLA-A33:01 with pseudo-sequence HLA-A33:01. The binding affinity (normalized) is 0.0672. (4) The peptide sequence is SLFNTAATI. The MHC is HLA-A02:02 with pseudo-sequence HLA-A02:02. The binding affinity (normalized) is 0.337. (5) The peptide sequence is MSAIVSCRY. The MHC is SLA-10401 with pseudo-sequence SLA-10401. The binding affinity (normalized) is 0.483. (6) The peptide sequence is PQVLGGLSF. The MHC is HLA-A24:03 with pseudo-sequence HLA-A24:03. The binding affinity (normalized) is 0.0847. (7) The peptide sequence is GLDDSALDA. The MHC is HLA-A02:01 with pseudo-sequence HLA-A02:01. The binding affinity (normalized) is 0.446. (8) The peptide sequence is DYKECEWPL. The MHC is HLA-B35:01 with pseudo-sequence HLA-B35:01. The binding affinity (normalized) is 0.0847.